This data is from Full USPTO retrosynthesis dataset with 1.9M reactions from patents (1976-2016). The task is: Predict the reactants needed to synthesize the given product. (1) Given the product [OH:1][C:2]1[CH:7]=[C:6]([CH3:8])[NH:5][C:4](=[O:9])[C:3]=1[C:10](=[O:25])[CH:11]=[CH:12][C:13]1[CH:18]=[CH:17][CH:16]=[C:15]([O:19][CH2:20][C:21]([OH:23])=[O:22])[CH:14]=1, predict the reactants needed to synthesize it. The reactants are: [OH:1][C:2]1[CH:7]=[C:6]([CH3:8])[NH:5][C:4](=[O:9])[C:3]=1[C:10](=[O:25])[CH:11]=[CH:12][C:13]1[CH:18]=[CH:17][CH:16]=[C:15]([O:19][CH2:20][C:21]([O:23]C)=[O:22])[CH:14]=1.[OH-].[Na+]. (2) Given the product [F:26][C:5]1[CH:6]=[C:7]([C:10]#[C:11][C:12]2[CH:13]=[C:14]3[C:19](=[CH:20][CH:21]=2)[O:18][C:17]([CH3:23])([CH3:22])[CH2:16][C:15]3([CH3:25])[CH3:24])[CH:8]=[CH:9][C:4]=1[C:3]([OH:27])=[O:2], predict the reactants needed to synthesize it. The reactants are: C[O:2][C:3](=[O:27])[C:4]1[CH:9]=[CH:8][C:7]([C:10]#[C:11][C:12]2[CH:13]=[C:14]3[C:19](=[CH:20][CH:21]=2)[O:18][C:17]([CH3:23])([CH3:22])[CH2:16][C:15]3([CH3:25])[CH3:24])=[CH:6][C:5]=1[F:26].[OH-].[Na+]. (3) Given the product [Cl:19][CH2:20][CH2:21][CH2:22][O:23][C:24]1[CH:33]=[C:32]2[C:27]([C:28]([NH:34][C:35]3[CH:39]=[C:38]([CH2:40][C:41]([NH:54][C:53]4[CH:55]=[CH:56][CH:57]=[C:51]([F:50])[CH:52]=4)=[O:43])[NH:37][N:36]=3)=[N:29][CH:30]=[N:31]2)=[CH:26][CH:25]=1, predict the reactants needed to synthesize it. The reactants are: FC(F)(F)C(OC1C(F)=C(F)C(F)=C(F)C=1F)=O.[Cl:19][CH2:20][CH2:21][CH2:22][O:23][C:24]1[CH:33]=[C:32]2[C:27]([C:28]([NH:34][C:35]3[CH:39]=[C:38]([CH2:40][C:41]([OH:43])=O)[NH:37][N:36]=3)=[N:29][CH:30]=[N:31]2)=[CH:26][CH:25]=1.N1C=CC=CC=1.[F:50][C:51]1[CH:52]=[C:53]([CH:55]=[CH:56][CH:57]=1)[NH2:54].Cl. (4) Given the product [NH2:1][C:4]1[CH:5]=[CH:6][C:7]([CH2:10][CH2:11][CH2:12][C:13]([O:15][CH3:16])=[O:14])=[CH:8][CH:9]=1, predict the reactants needed to synthesize it. The reactants are: [N+:1]([C:4]1[CH:9]=[CH:8][C:7]([CH2:10][CH2:11][CH2:12][C:13]([O:15][CH3:16])=[O:14])=[CH:6][CH:5]=1)([O-])=O.[N+](C1C=CC=CC=1CCCC(OC)=O)([O-])=O. (5) Given the product [Cl:21][C:4]1[C:3]2[C:2]([N:1]=[C:15]3[C:16]=1[CH2:17][CH:12]([CH3:11])[CH2:13][CH2:14]3)=[CH:10][CH:9]=[CH:8][CH:7]=2, predict the reactants needed to synthesize it. The reactants are: [NH2:1][C:2]1[CH:10]=[CH:9][CH:8]=[CH:7][C:3]=1[C:4](O)=O.[CH3:11][CH:12]1[CH2:17][CH2:16][C:15](=O)[CH2:14][CH2:13]1.P(Cl)(Cl)([Cl:21])=O.